Task: Predict the product of the given reaction.. Dataset: Forward reaction prediction with 1.9M reactions from USPTO patents (1976-2016) Given the reactants C(N(CC)C(C)C)(C)C.CN(C(ON1N=NC2C=CC=CC1=2)=[N+](C)C)C.[B-](F)(F)(F)F.[O:32]=[C:33]1[N:37]([CH2:38][C:39]([OH:41])=O)[C:36](=[O:42])[C:35]2([CH2:47][CH2:46][CH2:45][CH2:44][CH2:43]2)[N:34]1[C:48]1[CH:53]=[CH:52][C:51]([CH3:54])=[CH:50][CH:49]=1.[C:55]1([CH:61]([NH2:65])[CH2:62][CH2:63][CH3:64])[CH:60]=[CH:59][CH:58]=[CH:57][CH:56]=1.Cl, predict the reaction product. The product is: [O:32]=[C:33]1[N:37]([CH2:38][C:39]([NH:65][CH:61]([C:55]2[CH:60]=[CH:59][CH:58]=[CH:57][CH:56]=2)[CH2:62][CH2:63][CH3:64])=[O:41])[C:36](=[O:42])[C:35]2([CH2:47][CH2:46][CH2:45][CH2:44][CH2:43]2)[N:34]1[C:48]1[CH:53]=[CH:52][C:51]([CH3:54])=[CH:50][CH:49]=1.